Dataset: Forward reaction prediction with 1.9M reactions from USPTO patents (1976-2016). Task: Predict the product of the given reaction. (1) Given the reactants C[O:2][CH:3](OC)[C:4]1[CH:5]=[C:6]([CH:22]=[CH:23][CH:24]=1)[C:7]([C:9]1[C:14]([C:15]([O:17][CH2:18][CH3:19])=[O:16])=[CH:13][N:12]=[C:11]([S:20][CH3:21])[N:10]=1)=[O:8].C(O)(C(F)(F)F)=O, predict the reaction product. The product is: [CH:3]([C:4]1[CH:5]=[C:6]([CH:22]=[CH:23][CH:24]=1)[C:7]([C:9]1[C:14]([C:15]([O:17][CH2:18][CH3:19])=[O:16])=[CH:13][N:12]=[C:11]([S:20][CH3:21])[N:10]=1)=[O:8])=[O:2]. (2) The product is: [CH2:1]([C@H:3]([NH:10][C:11]([C:13]1[C:22]2[C:17](=[CH:18][CH:19]=[CH:20][CH:21]=2)[N:16]=[C:15]([C:23]2[CH:24]=[CH:25][CH:26]=[CH:27][CH:28]=2)[C:14]=1[CH2:29][N:30]1[CH2:31][CH2:32][CH:33]([OH:36])[CH2:34][CH2:35]1)=[O:12])[C:4]1[CH:9]=[CH:8][CH:7]=[CH:6][CH:5]=1)[CH3:2]. Given the reactants [CH2:1]([C@H:3]([NH:10][C:11]([C:13]1[C:22]2[C:17](=[CH:18][CH:19]=[CH:20][CH:21]=2)[N:16]=[C:15]([C:23]2[CH:28]=[CH:27][CH:26]=[CH:25][CH:24]=2)[C:14]=1[CH2:29][N:30]1[CH2:35][CH2:34][C:33](=[O:36])[CH2:32][CH2:31]1)=[O:12])[C:4]1[CH:9]=[CH:8][CH:7]=[CH:6][CH:5]=1)[CH3:2].[BH4-].[Na+], predict the reaction product.